Dataset: Tyrosyl-DNA phosphodiesterase HTS with 341,365 compounds. Task: Binary Classification. Given a drug SMILES string, predict its activity (active/inactive) in a high-throughput screening assay against a specified biological target. (1) The compound is s1c(CNC(=O)c2nnn(CC(=O)Nc3c(c(ccc3)C)C)c2N)ccc1. The result is 0 (inactive). (2) The molecule is S(=O)(=O)(Nc1c(OC)cccc1)c1c(N2CCCC2)ccc(NC(=O)C(NC(=O)N)C)c1. The result is 0 (inactive). (3) The molecule is S(=O)(=O)(N1CCCCCC1)c1ccc(cc1)C(OC1CCOC1=O)=O. The result is 0 (inactive). (4) The result is 0 (inactive). The compound is O(c1cc(n2c(=O)c(NCCc3ccccc3)ncc2)ccc1OC)C. (5) The compound is o1c(c(c2c(cc(OC)c(OC)c2)c1=O)c1ccc(cc1)COC)c1ccc(OC)cc1. The result is 0 (inactive). (6) The molecule is Fc1cc(Nc2ncnc3[nH]ncc23)ccc1. The result is 0 (inactive). (7) The drug is s1c(NC(=O)c2nn3c(cc(nc3n2)C)C)ncc1. The result is 0 (inactive). (8) The result is 0 (inactive). The compound is O(C1(OC)N=C(N)C2(C1(C=C(NC2c1ccccc1)C)C#N)C#N)C.